This data is from Forward reaction prediction with 1.9M reactions from USPTO patents (1976-2016). The task is: Predict the product of the given reaction. (1) Given the reactants [Cl:1][C:2]1[C:10]2[NH:9][C:8](=O)[N:7]([CH2:12][C:13]([O:15][CH2:16][CH3:17])=[O:14])[C:6]=2[C:5]([CH:18]([CH2:21][CH3:22])[CH2:19][CH3:20])=[CH:4][CH:3]=1.P(Cl)(Cl)([Cl:25])=O, predict the reaction product. The product is: [Cl:25][C:8]1[N:7]([CH2:12][C:13]([O:15][CH2:16][CH3:17])=[O:14])[C:6]2[C:5]([CH:18]([CH2:21][CH3:22])[CH2:19][CH3:20])=[CH:4][CH:3]=[C:2]([Cl:1])[C:10]=2[N:9]=1. (2) Given the reactants [CH3:1][N:2]1[CH:6]=[C:5]([C:7]2[CH:8]=[C:9]([OH:16])[CH:10]=[C:11]([N+:13]([O-])=O)[CH:12]=2)[CH:4]=[N:3]1.[H][H], predict the reaction product. The product is: [NH2:13][C:11]1[CH:10]=[C:9]([OH:16])[CH:8]=[C:7]([C:5]2[CH:4]=[N:3][N:2]([CH3:1])[CH:6]=2)[CH:12]=1. (3) Given the reactants [N:1]1([CH2:5][CH2:6][N:7]2[CH:11]=[C:10]([C:12]3[CH:17]=[CH:16][C:15]([F:18])=[C:14]([CH3:19])[CH:13]=3)[N:9]=[C:8]2[C@H:20]2[CH2:25][CH2:24][NH:23][CH2:22][C@H:21]2[F:26])[CH2:4][CH2:3][CH2:2]1.Cl[C:28]1[N:33]=[CH:32][N:31]=[C:30]([NH2:34])[C:29]=1[O:35][CH:36]([CH3:38])[CH3:37].N1CCCN2CCCCCC=12, predict the reaction product. The product is: [N:1]1([CH2:5][CH2:6][N:7]2[CH:11]=[C:10]([C:12]3[CH:17]=[CH:16][C:15]([F:18])=[C:14]([CH3:19])[CH:13]=3)[N:9]=[C:8]2[C@H:20]2[CH2:25][CH2:24][N:23]([C:28]3[N:33]=[CH:32][N:31]=[C:30]([NH2:34])[C:29]=3[O:35][CH:36]([CH3:38])[CH3:37])[CH2:22][C@H:21]2[F:26])[CH2:4][CH2:3][CH2:2]1. (4) Given the reactants Cl[C:2]1[C:11]2[C:6](=[CH:7][C:8]([O:14][CH3:15])=[C:9]([O:12][CH3:13])[CH:10]=2)[N:5]=[CH:4][CH:3]=1.[OH:16][C:17]1[CH:31]=[C:30]([O:32][CH3:33])[CH:29]=[CH:28][C:18]=1[C:19]([C:21]1[CH:26]=[CH:25][C:24]([CH3:27])=[CH:23][CH:22]=1)=[O:20], predict the reaction product. The product is: [CH3:13][O:12][C:9]1[CH:10]=[C:11]2[C:6](=[CH:7][C:8]=1[O:14][CH3:15])[N:5]=[CH:4][CH:3]=[C:2]2[O:16][C:17]1[CH:31]=[C:30]([O:32][CH3:33])[CH:29]=[CH:28][C:18]=1[C:19]([C:21]1[CH:22]=[CH:23][C:24]([CH3:27])=[CH:25][CH:26]=1)=[O:20]. (5) Given the reactants [CH3:1][O:2][C:3]1[CH:22]=[CH:21][C:6]([CH2:7][CH:8]2[C:12]3=[N:13][C:14]4[CH:19]=[CH:18][CH:17]=[CH:16][C:15]=4[N:11]3[C:10](=[O:20])[NH:9]2)=[CH:5][CH:4]=1.[NH2:23][CH:24]1[CH2:29][CH2:28][CH:27]([CH2:30][CH2:31][OH:32])[CH2:26][CH2:25]1.C(O)(C(F)(F)F)=O, predict the reaction product. The product is: [NH:11]1[C:15]2[CH:16]=[CH:17][CH:18]=[CH:19][C:14]=2[N:13]=[C:12]1[CH:8]([NH:9][C:10]([NH:23][CH:24]1[CH2:29][CH2:28][CH:27]([CH2:30][CH2:31][OH:32])[CH2:26][CH2:25]1)=[O:20])[CH2:7][C:6]1[CH:21]=[CH:22][C:3]([O:2][CH3:1])=[CH:4][CH:5]=1.